Dataset: Forward reaction prediction with 1.9M reactions from USPTO patents (1976-2016). Task: Predict the product of the given reaction. (1) Given the reactants [Cl:1][C:2]1[CH:3]=[C:4]([C:8]2[C:9]3[N:18]([CH2:19][C@H:20]4[CH2:25][CH2:24][C@H:23]([CH3:26])[CH2:22][CH2:21]4)[CH:17]=[C:16](I)[C:10]=3[N:11]=[C:12]([C:14]#[N:15])[N:13]=2)[CH:5]=[N:6][CH:7]=1.[C:28]1(B(O)O)[CH:33]=[CH:32][CH:31]=[CH:30][CH:29]=1.C([O-])([O-])=O.[Na+].[Na+].O1CCOCC1, predict the reaction product. The product is: [Cl:1][C:2]1[CH:3]=[C:4]([C:8]2[C:9]3[N:18]([CH2:19][C@H:20]4[CH2:25][CH2:24][C@H:23]([CH3:26])[CH2:22][CH2:21]4)[CH:17]=[C:16]([C:28]4[CH:33]=[CH:32][CH:31]=[CH:30][CH:29]=4)[C:10]=3[N:11]=[C:12]([C:14]#[N:15])[N:13]=2)[CH:5]=[N:6][CH:7]=1. (2) Given the reactants [CH:1]1[CH:20]=[CH:19][C:17](=[O:18])/[C:3](=[CH:4]/[NH:5][CH2:6][CH2:7][NH:8]/[CH:9]=[C:10]2/[CH:11]=[CH:12][CH:13]=[CH:14][C:15]/2=[O:16])/[CH:2]=1.CC([O-])=O.CC([O-])=O.[Cu+2:29], predict the reaction product. The product is: [CH:12]1[CH:11]=[C:10]([CH:9]=[N:8][CH2:7][CH2:6][N:5]=[CH:4][C:3]2[C:17]([O-:18])=[CH:19][CH:20]=[CH:1][CH:2]=2)[C:15]([O-:16])=[CH:14][CH:13]=1.[Cu+2:29]. (3) Given the reactants C1(C)C=CC=CC=1P(C1C=CC=CC=1C)C1C=CC=CC=1C.C(N(CC)CC)C.Br[C:31]1[CH:40]=[C:39]2[C:34]([C:35]3[N:44]4[C@@H:45]([CH3:49])[CH2:46][O:47][CH2:48][C:43]4=[N:42][C:36]=3[C:37]([NH2:41])=[N:38]2)=[CH:33][CH:32]=1.[C:50]([N:54]1[CH2:59][CH2:58][O:57][CH2:56][CH2:55]1)(=[O:53])[CH:51]=[CH2:52].C([O-])([O-])=O.[K+].[K+], predict the reaction product. The product is: [CH3:49][C@@H:45]1[N:44]2[C:35]3[C:34]4[C:39](=[CH:40][C:31](/[CH:52]=[CH:51]/[C:50]([N:54]5[CH2:59][CH2:58][O:57][CH2:56][CH2:55]5)=[O:53])=[CH:32][CH:33]=4)[N:38]=[C:37]([NH2:41])[C:36]=3[N:42]=[C:43]2[CH2:48][O:47][CH2:46]1. (4) Given the reactants Cl.[NH2:2][C@@H:3]1[CH2:8][CH2:7][C@H:6]([NH:9][C:10]([C:12]2[C:16]3[N:17]=[CH:18][N:19]=[C:20]([C:21]4[CH:26]=[C:25]([CH3:27])[CH:24]=[CH:23][C:22]=4[O:28][CH2:29][CH:30]4[CH2:32][CH2:31]4)[C:15]=3[NH:14][C:13]=2[CH3:33])=[O:11])[CH2:5][CH2:4]1.[C:34](Cl)(=[O:37])[CH2:35][CH3:36], predict the reaction product. The product is: [CH:30]1([CH2:29][O:28][C:22]2[CH:23]=[CH:24][C:25]([CH3:27])=[CH:26][C:21]=2[C:20]2[C:15]3[NH:14][C:13]([CH3:33])=[C:12]([C:10]([NH:9][C@H:6]4[CH2:7][CH2:8][C@@H:3]([NH:2][C:34](=[O:37])[CH2:35][CH3:36])[CH2:4][CH2:5]4)=[O:11])[C:16]=3[N:17]=[CH:18][N:19]=2)[CH2:31][CH2:32]1.